Dataset: Reaction yield outcomes from USPTO patents with 853,638 reactions. Task: Predict the reaction yield, written as a fraction of the theoretical maximum amount of product (1.0 means a 100% yield; for example, 0.34 means a 34% yield). (1) The reactants are C(N(C(C)C)CC)(C)C.[Br:10][C:11]1[CH:12]=[C:13]([CH:17]=[CH:18][C:19]=1[C:20]([O:22][CH3:23])=[O:21])[C:14]([OH:16])=O.F[P-](F)(F)(F)(F)F.N1(OC(N(C)C)=[N+](C)C)C2C=CC=CC=2N=N1.Cl.[OH:49][C:50]1[CH:51]=[C:52]([CH:55]=[CH:56][CH:57]=1)[CH2:53][NH2:54].ON1C2C=CC=CC=2N=N1. The catalyst is CN(C)C=O. The product is [CH3:23][O:22][C:20](=[O:21])[C:19]1[CH:18]=[CH:17][C:13]([C:14]([NH:54][CH2:53][C:52]2[CH:55]=[CH:56][CH:57]=[C:50]([OH:49])[CH:51]=2)=[O:16])=[CH:12][C:11]=1[Br:10]. The yield is 0.730. (2) The reactants are [F:1][C:2]1[C:3]([NH:20][C:21]2[CH:26]=[CH:25][C:24]([I:27])=[CH:23][C:22]=2[F:28])=[C:4]([NH:10][S:11]([C:14]2([CH2:17]C=C)[CH2:16][CH2:15]2)(=[O:13])=[O:12])[C:5]([F:9])=[CH:6][C:7]=1[F:8].C[N+]1([O-])CC[O:33]CC1.CCO[C:40]([CH3:42])=[O:41]. The catalyst is C1COCC1.O.[Os](=O)(=O)(=O)=O. The product is [OH:33][CH:42]([CH2:40][OH:41])[CH2:17][C:14]1([S:11]([NH:10][C:4]2[C:5]([F:9])=[CH:6][C:7]([F:8])=[C:2]([F:1])[C:3]=2[NH:20][C:21]2[CH:26]=[CH:25][C:24]([I:27])=[CH:23][C:22]=2[F:28])(=[O:13])=[O:12])[CH2:16][CH2:15]1. The yield is 0.750.